From a dataset of Forward reaction prediction with 1.9M reactions from USPTO patents (1976-2016). Predict the product of the given reaction. The product is: [CH:20]([N:15]1[C:14]([C:8]2[S:9][C:10]3[CH2:11][CH2:12][O:13][C:4]4[CH:3]=[C:2]([C:38]5[N:34]([CH2:33][CH2:32][OH:31])[CH:35]=[N:36][CH:37]=5)[CH:24]=[CH:23][C:5]=4[C:6]=3[N:7]=2)=[N:18][C:17]([CH3:19])=[N:16]1)([CH3:22])[CH3:21]. Given the reactants Br[C:2]1[CH:24]=[CH:23][C:5]2[C:6]3[N:7]=[C:8]([C:14]4[N:15]([CH:20]([CH3:22])[CH3:21])[N:16]=[C:17]([CH3:19])[N:18]=4)[S:9][C:10]=3[CH2:11][CH2:12][O:13][C:4]=2[CH:3]=1.O1CCCCC1[O:31][CH2:32][CH2:33][N:34]1[CH:38]=[C:37]([Sn](CCCC)(CCCC)CCCC)[N:36]=[CH:35]1.O1CCCCC1OCCN1C([Sn](CCCC)(CCCC)CCCC)=CN=C1, predict the reaction product.